From a dataset of Forward reaction prediction with 1.9M reactions from USPTO patents (1976-2016). Predict the product of the given reaction. (1) Given the reactants [C:1]([N:5]1[CH2:10][C:9](OS(C(F)(F)F)(=O)=O)=[C:8]([C:19]([O:21][CH2:22][CH3:23])=[O:20])[CH2:7][CH2:6]1)([CH3:4])([CH3:3])[CH3:2].[F:24][C:25]1[CH:30]=[C:29]([F:31])[CH:28]=[CH:27][C:26]=1B(O)O.C1(C)C=CC=CC=1.C(=O)([O-])[O-].[Na+].[Na+], predict the reaction product. The product is: [C:1]([N:5]1[CH2:10][C:9]([C:28]2[CH:27]=[CH:26][C:25]([F:24])=[CH:30][C:29]=2[F:31])=[C:8]([C:19]([O:21][CH2:22][CH3:23])=[O:20])[CH2:7][CH2:6]1)([CH3:2])([CH3:3])[CH3:4]. (2) Given the reactants [NH2:1][C:2]1[CH:10]=[C:9]([O:11][CH3:12])[CH:8]=[C:7]([O:13][CH3:14])[C:3]=1[C:4]([NH2:6])=[O:5].[OH:15][CH2:16][CH2:17][O:18][C:19]1[C:28]2[C:23](=[CH:24][CH:25]=[CH:26][CH:27]=2)[C:22]([CH:29]=O)=[CH:21][CH:20]=1.S([O-])(O)=O.[Na+].C1(C)C=CC(S(O)(=O)=O)=CC=1, predict the reaction product. The product is: [OH:15][CH2:16][CH2:17][O:18][C:19]1[C:28]2[C:23](=[CH:24][CH:25]=[CH:26][CH:27]=2)[C:22]([C:29]2[NH:6][C:4](=[O:5])[C:3]3[C:2](=[CH:10][C:9]([O:11][CH3:12])=[CH:8][C:7]=3[O:13][CH3:14])[N:1]=2)=[CH:21][CH:20]=1. (3) The product is: [CH2:17]([C:8]1[CH:9]=[C:10]([CH2:13][CH2:14][C:15]#[N:16])[CH:11]=[CH:12][C:7]=1[C:28]1[CH:29]=[CH:30][C:25]([O:24][CH3:23])=[C:26]([CH2:40][C:41]2[C:50]3[C:45](=[CH:46][CH:47]=[CH:48][CH:49]=3)[CH:44]=[CH:43][CH:42]=2)[CH:27]=1)[CH:18]([CH3:20])[CH3:19]. Given the reactants FC(F)(F)S(O[C:7]1[CH:12]=[CH:11][C:10]([CH2:13][CH2:14][C:15]#[N:16])=[CH:9][C:8]=1[CH2:17][CH:18]([CH3:20])[CH3:19])(=O)=O.[CH3:23][O:24][C:25]1[CH:30]=[CH:29][C:28](B2OC(C)(C)C(C)(C)O2)=[CH:27][C:26]=1[CH2:40][C:41]1[C:50]2[C:45](=[CH:46][CH:47]=[CH:48][CH:49]=2)[CH:44]=[CH:43][CH:42]=1.C([O-])([O-])=O.[Na+].[Na+], predict the reaction product. (4) Given the reactants [O-]S([O-])(=O)=O.[Mg+2].C([O-])(O)=[O:8].[Na+].[CH3:12][C:13]([CH3:35])([CH3:34])[CH2:14][N:15]1[C:19]2=[N:20][C:21]([C:24]#[C:25][C:26]3[CH:31]=[CH:30][C:29]([F:32])=[CH:28][CH:27]=3)=[CH:22][CH:23]=[C:18]2[N:17]=[C:16]1[NH2:33].[O-][Mn](=O)(=O)=O.[K+].[O-]S([O-])=O.[Na+].[Na+].[OH2:48], predict the reaction product. The product is: [NH2:33][C:16]1[N:15]([CH2:14][C:13]([CH3:35])([CH3:34])[CH3:12])[C:19]2=[N:20][C:21]([C:24](=[O:8])[C:25]([C:26]3[CH:27]=[CH:28][C:29]([F:32])=[CH:30][CH:31]=3)=[O:48])=[CH:22][CH:23]=[C:18]2[N:17]=1.